From a dataset of Catalyst prediction with 721,799 reactions and 888 catalyst types from USPTO. Predict which catalyst facilitates the given reaction. (1) Reactant: [Cl:1][C:2]1[CH:7]=[CH:6][C:5]([C:8]2[CH:13]=[CH:12][CH:11]=[CH:10][C:9]=2[CH2:14][N:15]2[CH2:20][CH2:19][NH:18][CH2:17][CH2:16]2)=[CH:4][CH:3]=1.F[C:22]1[CH:29]=[CH:28][C:25]([C:26]#[N:27])=[CH:24][CH:23]=1.C([O-])([O-])=O.[K+].[K+]. Product: [Cl:1][C:2]1[CH:7]=[CH:6][C:5]([C:8]2[CH:13]=[CH:12][CH:11]=[CH:10][C:9]=2[CH2:14][N:15]2[CH2:16][CH2:17][N:18]([C:22]3[CH:29]=[CH:28][C:25]([C:26]#[N:27])=[CH:24][CH:23]=3)[CH2:19][CH2:20]2)=[CH:4][CH:3]=1. The catalyst class is: 16. (2) Reactant: O.[OH-].[Li+].[C:4]([O:8][C:9]([NH:11][CH2:12][C:13]1([C:26]([O:28]CC)=[O:27])[CH2:18][CH2:17][N:16]([C:19]([O:21][C:22]([CH3:25])([CH3:24])[CH3:23])=[O:20])[CH2:15][CH2:14]1)=[O:10])([CH3:7])([CH3:6])[CH3:5]. Product: [C:22]([O:21][C:19]([N:16]1[CH2:17][CH2:18][C:13]([CH2:12][NH:11][C:9]([O:8][C:4]([CH3:7])([CH3:6])[CH3:5])=[O:10])([C:26]([OH:28])=[O:27])[CH2:14][CH2:15]1)=[O:20])([CH3:24])([CH3:25])[CH3:23]. The catalyst class is: 799. (3) Reactant: [H-].[Al+3].[Li+].[H-].[H-].[H-].[OH:7][CH2:8][C:9]#[C:10][C:11]1[CH:16]=[CH:15][C:14]([B:17]([OH:19])[OH:18])=[CH:13][CH:12]=1. Product: [OH:7][CH2:8]/[CH:9]=[CH:10]/[C:11]1[CH:16]=[CH:15][C:14]([B:17]([OH:19])[OH:18])=[CH:13][CH:12]=1. The catalyst class is: 1. (4) Reactant: [C:1]([OH:11])(=[O:10])[C@@H:2]([C:4]1[CH:9]=[CH:8][CH:7]=[CH:6][CH:5]=1)[OH:3].[N:12]1[CH:17]=[CH:16][CH:15]=[C:14]([CH2:18][C@H:19]2[C@H:24]([NH:25][C:26]([C:28]3[O:29][C:30]4[CH:36]=[CH:35][CH:34]=[CH:33][C:31]=4[CH:32]=3)=[O:27])[CH:23]3[CH2:37][CH2:38][N:20]2[CH2:21][CH2:22]3)[CH:13]=1.C(OCC)(=O)C. Product: [C:1]([OH:11])(=[O:10])[C@@H:2]([C:4]1[CH:9]=[CH:8][CH:7]=[CH:6][CH:5]=1)[OH:3].[N:12]1[CH:17]=[CH:16][CH:15]=[C:14]([CH2:18][C@H:19]2[C@H:24]([NH:25][C:26]([C:28]3[O:29][C:30]4[CH:36]=[CH:35][CH:34]=[CH:33][C:31]=4[CH:32]=3)=[O:27])[CH:23]3[CH2:37][CH2:38][N:20]2[CH2:21][CH2:22]3)[CH:13]=1. The catalyst class is: 8. (5) The catalyst class is: 108. Reactant: Br[C:2]1[N:7]=[C:6]([CH:8]=[O:9])[CH:5]=[CH:4][CH:3]=1.[F:10][C:11]([F:22])([F:21])[C:12]1[CH:17]=[CH:16][C:15](B(O)O)=[CH:14][CH:13]=1.C([O-])([O-])=O.[Na+].[Na+]. Product: [F:10][C:11]([F:22])([F:21])[C:12]1[CH:17]=[CH:16][C:15]([C:2]2[N:7]=[C:6]([CH:8]=[O:9])[CH:5]=[CH:4][CH:3]=2)=[CH:14][CH:13]=1. (6) Reactant: [Cl:1][CH2:2][C:3]#[N:4].C[O-].[Na+].CS(O)(=O)=O.N[C:14]1[CH:15]=[C:16]([CH:19]=[CH:20][C:21]=1[NH:22][CH2:23][C:24](=[O:32])[NH:25][CH:26]1[CH2:31][CH2:30][CH2:29][CH2:28][CH2:27]1)[C:17]#[N:18]. Product: [Cl:1][CH2:2][C:3]1[N:22]([CH2:23][C:24](=[O:32])[NH:25][CH:26]2[CH2:27][CH2:28][CH2:29][CH2:30][CH2:31]2)[C:21]2[CH:20]=[CH:19][C:16]([C:17]#[N:18])=[CH:15][C:14]=2[N:4]=1. The catalyst class is: 24. (7) Reactant: C[O:2][C:3](=[O:24])[C:4]1[CH:9]=[CH:8][CH:7]=[C:6]([C:10]2[N:11]=[N:12][N:13]([CH2:15][C:16]3[CH:21]=[CH:20][C:19]([O:22][CH3:23])=[CH:18][CH:17]=3)[N:14]=2)[CH:5]=1.O.[OH-].[Li+]. Product: [CH3:23][O:22][C:19]1[CH:18]=[CH:17][C:16]([CH2:15][N:13]2[N:12]=[N:11][C:10]([C:6]3[CH:5]=[C:4]([CH:9]=[CH:8][CH:7]=3)[C:3]([OH:24])=[O:2])=[N:14]2)=[CH:21][CH:20]=1. The catalyst class is: 7. (8) Reactant: [CH3:1][C:2]1[N:7]=[C:6]([C:8]([OH:10])=O)[CH:5]=[C:4]([N+:11]([O-:13])=[O:12])[CH:3]=1.C1C=CC2N(O)N=[N:20][C:18]=2C=1.CCN=C=NCCCN(C)C.Cl.Cl.CCN(C(C)C)C(C)C.CN.C([O-])(O)=O.[Na+]. Product: [CH3:18][NH:20][C:8](=[O:10])[C:6]1[CH:5]=[C:4]([N+:11]([O-:13])=[O:12])[CH:3]=[C:2]([CH3:1])[N:7]=1. The catalyst class is: 1. (9) Reactant: C(=O)([O-])[O-].[K+].[K+].[OH:7][C:8]1[CH:12]=[C:11]([CH3:13])[NH:10][N:9]=1.F[C:15]1[CH:20]=[CH:19][C:18]([N+:21]([O-:23])=[O:22])=[CH:17][C:16]=1[C:24]([F:27])([F:26])[F:25].Cl. Product: [CH3:13][C:11]1[NH:10][N:9]=[C:8]([O:7][C:15]2[CH:20]=[CH:19][C:18]([N+:21]([O-:23])=[O:22])=[CH:17][C:16]=2[C:24]([F:25])([F:26])[F:27])[CH:12]=1. The catalyst class is: 3. (10) Reactant: [CH3:1][C:2]1[CH:7]=[CH:6][CH:5]=[C:4]([CH3:8])[C:3]=1[C:9]1[CH:14]=[CH:13][CH:12]=[C:11]([CH2:15][O:16][C:17]2[N:22]=[CH:21][C:20]([CH:23]([OH:46])[CH2:24][CH2:25][O:26][C:27]([C:40]3[CH:45]=[CH:44][CH:43]=[CH:42][CH:41]=3)([C:34]3[CH:39]=[CH:38][CH:37]=[CH:36][CH:35]=3)[C:28]3[CH:33]=[CH:32][CH:31]=[CH:30][CH:29]=3)=[CH:19][CH:18]=2)[CH:10]=1.[C:47](OC(=O)C)(=[O:49])[CH3:48].[Cl-].C(=O)(O)O.[Na+]. Product: [C:47]([O:46][CH:23]([C:20]1[CH:21]=[N:22][C:17]([O:16][CH2:15][C:11]2[CH:10]=[C:9]([C:3]3[C:4]([CH3:8])=[CH:5][CH:6]=[CH:7][C:2]=3[CH3:1])[CH:14]=[CH:13][CH:12]=2)=[CH:18][CH:19]=1)[CH2:24][CH2:25][O:26][C:27]([C:34]1[CH:35]=[CH:36][CH:37]=[CH:38][CH:39]=1)([C:40]1[CH:41]=[CH:42][CH:43]=[CH:44][CH:45]=1)[C:28]1[CH:29]=[CH:30][CH:31]=[CH:32][CH:33]=1)(=[O:49])[CH3:48]. The catalyst class is: 17.